Dataset: Full USPTO retrosynthesis dataset with 1.9M reactions from patents (1976-2016). Task: Predict the reactants needed to synthesize the given product. (1) Given the product [CH2:16]([N:23]1[CH2:24][CH2:25][N:26]([CH2:27][C:28]2[CH:33]=[CH:32][CH:31]=[CH:30][CH:29]=2)[CH2:2][CH:3]1[CH2:4][C:5]([O:7][CH3:8])=[O:6])[C:17]1[CH:18]=[CH:19][CH:20]=[CH:21][CH:22]=1, predict the reactants needed to synthesize it. The reactants are: Br[CH2:2]/[CH:3]=[CH:4]/[C:5]([O:7][CH3:8])=[O:6].C(N(CC)CC)C.[CH2:16]([NH:23][CH2:24][CH2:25][NH:26][CH2:27][C:28]1[CH:33]=[CH:32][CH:31]=[CH:30][CH:29]=1)[C:17]1[CH:22]=[CH:21][CH:20]=[CH:19][CH:18]=1. (2) The reactants are: C[C:2]1[C:3](Cl)=[N:4][C:5]2[C:10]([CH:11]=1)=[CH:9][CH:8]=[CH:7][CH:6]=2.[NH2:13][C@@H:14]1[C@H:19]([F:20])[CH2:18][CH2:17][N:16]([C:21]([O:23][C:24]([CH3:27])([CH3:26])[CH3:25])=[O:22])[CH2:15]1.P([O-])([O-])([O-])=O.[K+].[K+].[K+]. Given the product [F:20][C@@H:19]1[CH2:18][CH2:17][N:16]([C:21]([O:23][C:24]([CH3:26])([CH3:25])[CH3:27])=[O:22])[CH2:15][C@@H:14]1[NH:13][C:3]1[CH:2]=[CH:11][C:10]2[C:5](=[CH:6][CH:7]=[CH:8][CH:9]=2)[N:4]=1, predict the reactants needed to synthesize it. (3) Given the product [CH2:7]([O:14][C:15]1[CH:16]=[C:17]2[C:22](=[CH:23][CH:24]=1)[C:21]([C:25]([O:27][CH3:1])=[O:26])=[CH:20][CH:19]=[C:18]2[N:28]([CH2:36][C:37]1[CH:42]=[CH:41][CH:40]=[CH:39][CH:38]=1)[CH2:29][C:30]1[CH:31]=[CH:32][CH:33]=[CH:34][CH:35]=1)[C:8]1[CH:9]=[CH:10][CH:11]=[CH:12][CH:13]=1, predict the reactants needed to synthesize it. The reactants are: [C:1](Cl)(=O)C(Cl)=O.[CH2:7]([O:14][C:15]1[CH:16]=[C:17]2[C:22](=[CH:23][CH:24]=1)[C:21]([C:25]([OH:27])=[O:26])=[CH:20][CH:19]=[C:18]2[N:28]([CH2:36][C:37]1[CH:42]=[CH:41][CH:40]=[CH:39][CH:38]=1)[CH2:29][C:30]1[CH:35]=[CH:34][CH:33]=[CH:32][CH:31]=1)[C:8]1[CH:13]=[CH:12][CH:11]=[CH:10][CH:9]=1.CO. (4) Given the product [NH2:19][C:16]1[CH:17]=[CH:18][C:13]([N:8]2[CH:7]=[CH:6][C:5]3[C:10](=[CH:11][C:2]([F:1])=[C:3]([NH:33][CH:30]4[CH2:32][CH2:31]4)[CH:4]=3)[C:9]2=[O:12])=[CH:14][CH:15]=1, predict the reactants needed to synthesize it. The reactants are: [F:1][C:2]1[CH:11]=[C:10]2[C:5]([CH:6]=[CH:7][N:8]([C:13]3[CH:18]=[CH:17][C:16]([N+:19]([O-])=O)=[CH:15][CH:14]=3)[C:9]2=[O:12])=[CH:4][C:3]=1OS(C(F)(F)F)(=O)=O.[CH:30]1([NH2:33])[CH2:32][CH2:31]1. (5) Given the product [CH3:1][O:2][C:3](=[O:4])[C@@:5]([NH2:6])([CH2:21][C:22]1[CH:27]=[CH:26][CH:25]=[C:24]([Cl:28])[CH:23]=1)[CH2:9][OH:8], predict the reactants needed to synthesize it. The reactants are: [CH3:1][O:2][C:3]([C@@:5]1([CH2:21][C:22]2[CH:27]=[CH:26][CH:25]=[C:24]([Cl:28])[CH:23]=2)[CH2:9][O:8][C@@H](C(C)(C)C)[N:6]1C(OC(C)(C)C)=O)=[O:4].Cl. (6) Given the product [F:1][C:2]1[C:3]([N:9]=[CH:10][N:11]([CH3:13])[CH3:12])=[N:4][C:5](=[O:8])[N:6]([CH2:20][S:21][CH3:22])[CH:7]=1, predict the reactants needed to synthesize it. The reactants are: [F:1][C:2]1[C:3]([N:9]=[CH:10][N:11]([CH3:13])[CH3:12])=[N:4][C:5]([OH:8])=[N:6][CH:7]=1.CC(C)([O-])C.[K+].[CH3:20][S:21][CH2:22]Cl. (7) Given the product [CH3:24][O:23][C:13]1[CH:12]=[C:11]([NH:10][C:8]([C:4]2[N:5]([CH3:7])[CH:6]=[C:2]([C:32]3[CH:37]=[CH:36][CH:35]=[CH:34][CH:33]=3)[N:3]=2)=[O:9])[CH:16]=[CH:15][C:14]=1[N:17]1[CH:21]=[C:20]([CH3:22])[N:19]=[CH:18]1, predict the reactants needed to synthesize it. The reactants are: Br[C:2]1[N:3]=[C:4]([C:8]([NH:10][C:11]2[CH:16]=[CH:15][C:14]([N:17]3[CH:21]=[C:20]([CH3:22])[N:19]=[CH:18]3)=[C:13]([O:23][CH3:24])[CH:12]=2)=[O:9])[N:5]([CH3:7])[CH:6]=1.CC1C=C([C:32]2[CH:37]=[CH:36][C:35](NC(=O)C(C3C=CC=C([C:32]4[CH:37]=[CH:36][C:35](N5CCOCC5)=[CH:34][CH:33]=4)N=3)C)=[CH:34][CH:33]=2)C=CN=1. (8) Given the product [C:23]([O:22][C:20]([N:4]([CH2:5][C:6]1[CH:15]=[CH:14][C:9]([C:10]([O:12][CH3:13])=[O:11])=[CH:8][C:7]=1[C:16]([F:17])([F:18])[F:19])[CH:1]1[CH2:2][CH2:3]1)=[O:21])([CH3:26])([CH3:25])[CH3:24], predict the reactants needed to synthesize it. The reactants are: [CH:1]1([NH:4][CH2:5][C:6]2[CH:15]=[CH:14][C:9]([C:10]([O:12][CH3:13])=[O:11])=[CH:8][C:7]=2[C:16]([F:19])([F:18])[F:17])[CH2:3][CH2:2]1.[C:20](O[C:20]([O:22][C:23]([CH3:26])([CH3:25])[CH3:24])=[O:21])([O:22][C:23]([CH3:26])([CH3:25])[CH3:24])=[O:21].C([O-])([O-])=O.[K+].[K+].O.